This data is from hERG Central: cardiac toxicity at 1µM, 10µM, and general inhibition. The task is: Predict hERG channel inhibition at various concentrations. (1) The drug is CCc1cccc(NC(=O)C2CCCN2S(=O)(=O)c2ccc3c(c2)CC(C)N3C(C)=O)c1. Results: hERG_inhib (hERG inhibition (general)): blocker. (2) The compound is Cc1oc2c(CN3CCCCC3C)c(O)ccc2c(=O)c1-c1ccc(Br)cc1. Results: hERG_inhib (hERG inhibition (general)): blocker. (3) The drug is CCn1c(CCNC(=O)c2cccs2)nnc1SCC(=O)Nc1cccc(Cl)c1. Results: hERG_inhib (hERG inhibition (general)): blocker. (4) The compound is Cc1ccc(C)c(CN2CCC(n3nccc3NC(=O)C3CCCC3)CC2)c1. Results: hERG_inhib (hERG inhibition (general)): blocker. (5) The compound is CCOc1ccc(N/C(C)=C/c2scc(-c3ccccc3)[n+]2-c2ccccc2)cc1.[Br-]. Results: hERG_inhib (hERG inhibition (general)): blocker. (6) The compound is COc1ccc(CNS(=O)(=O)CCNC(=O)c2cccc(OC)c2)cc1. Results: hERG_inhib (hERG inhibition (general)): blocker. (7) The compound is CCOC(=O)c1c(C)[nH]c(C)c1S(=O)(=O)N(C)CC(=O)Nc1ccccc1OC. Results: hERG_inhib (hERG inhibition (general)): blocker. (8) The molecule is CC(C)Oc1cccc(-c2cc(C(=O)NN3CCOCC3)c3ccccc3n2)c1. Results: hERG_inhib (hERG inhibition (general)): blocker. (9) The drug is Cc1nccn1CCCN1C(=O)/C(=C/c2ccc(C#N)cc2)NC1=S. Results: hERG_inhib (hERG inhibition (general)): blocker. (10) The compound is COC(=O)[C@@]1(Cc2ccc(F)cc2)[C@H]2c3cc(C(=O)N(C)C)n(Cc4ccccn4)c3C[C@H]2CN1C(=O)c1ccccc1. Results: hERG_inhib (hERG inhibition (general)): blocker.